From a dataset of Peptide-MHC class II binding affinity with 134,281 pairs from IEDB. Regression. Given a peptide amino acid sequence and an MHC pseudo amino acid sequence, predict their binding affinity value. This is MHC class II binding data. (1) The peptide sequence is KGKDKWIELKESWGA. The MHC is DRB4_0101 with pseudo-sequence DRB4_0103. The binding affinity (normalized) is 0.0983. (2) The peptide sequence is HDIYIVMPVFIIKR. The binding affinity (normalized) is 0.305. The MHC is DRB1_0701 with pseudo-sequence DRB1_0701. (3) The peptide sequence is SADEVQRMMAEIDTD. The MHC is HLA-DQA10201-DQB10202 with pseudo-sequence HLA-DQA10201-DQB10202. The binding affinity (normalized) is 0.579. (4) The peptide sequence is MLGSNTMQRVVFVVLLLL. The MHC is DRB1_1101 with pseudo-sequence DRB1_1101. The binding affinity (normalized) is 0.0914. (5) The peptide sequence is VSEALRIIAGTLEVH. The MHC is HLA-DPA10201-DPB10101 with pseudo-sequence HLA-DPA10201-DPB10101. The binding affinity (normalized) is 0.493. (6) The peptide sequence is SQDLLLSWNLNGLQAY. The MHC is DRB1_0802 with pseudo-sequence DRB1_0802. The binding affinity (normalized) is 0.536.